From a dataset of Reaction yield outcomes from USPTO patents with 853,638 reactions. Predict the reaction yield, written as a fraction of the theoretical maximum amount of product (1.0 means a 100% yield; for example, 0.34 means a 34% yield). (1) The reactants are [C:1]([O:5][C:6]([N:8]1[CH2:13][CH2:12][NH:11][C:10](=[O:14])[CH:9]1[CH:15]([CH3:17])[CH3:16])=[O:7])([CH3:4])([CH3:3])[CH3:2].[H-].[Na+].Br[CH2:21][C:22]1[N:23]([CH3:48])[C:24]2[C:29]([N:30]=1)=[C:28]([N:31]1[CH2:36][CH2:35][O:34][CH2:33][CH2:32]1)[N:27]=[C:26]([N:37]1[C:41]3[CH:42]=[CH:43][CH:44]=[CH:45][C:40]=3[N:39]=[C:38]1[CH2:46][CH3:47])[N:25]=2. The catalyst is CN(C=O)C. The product is [C:1]([O:5][C:6]([N:8]1[CH2:13][CH2:12][N:11]([CH2:21][C:22]2[N:23]([CH3:48])[C:24]3[C:29]([N:30]=2)=[C:28]([N:31]2[CH2:32][CH2:33][O:34][CH2:35][CH2:36]2)[N:27]=[C:26]([N:37]2[C:41]4[CH:42]=[CH:43][CH:44]=[CH:45][C:40]=4[N:39]=[C:38]2[CH2:46][CH3:47])[N:25]=3)[C:10](=[O:14])[CH:9]1[CH:15]([CH3:17])[CH3:16])=[O:7])([CH3:4])([CH3:3])[CH3:2]. The yield is 0.770. (2) The reactants are [CH3:1][C:2]1[CH:3]=[C:4]([CH:7]=[CH:8][C:9]=1[N+:10]([O-])=O)[C:5]#[N:6].Cl[Sn]Cl. The catalyst is C(O)(=O)C.Cl. The product is [C:5]([C:4]1[CH:7]=[CH:8][C:9]([NH2:10])=[C:2]([CH3:1])[CH:3]=1)#[N:6]. The yield is 0.920. (3) The reactants are [C:1]1([C:7]2[C:8](=[O:33])[NH:9][C:10](=[O:32])[N:11]([CH2:13][CH2:14][CH2:15][N:16]3[CH2:21][CH:20]4[C@:18]([C:22]5[CH:27]=[CH:26][C:25]([C:28]([F:31])([F:30])[F:29])=[CH:24][CH:23]=5)([CH2:19]4)[CH2:17]3)[N:12]=2)[CH:6]=[CH:5][CH:4]=[CH:3][CH:2]=1.[ClH:34]. The catalyst is C(OCC)C. The product is [ClH:34].[C:1]1([C:7]2[C:8](=[O:33])[NH:9][C:10](=[O:32])[N:11]([CH2:13][CH2:14][CH2:15][N:16]3[CH2:21][C@H:20]4[C@:18]([C:22]5[CH:23]=[CH:24][C:25]([C:28]([F:30])([F:31])[F:29])=[CH:26][CH:27]=5)([CH2:19]4)[CH2:17]3)[N:12]=2)[CH:2]=[CH:3][CH:4]=[CH:5][CH:6]=1. The yield is 0.270. (4) The reactants are [C:1](Cl)(=O)[C:2]([Cl:4])=[O:3].C1(C)C=CC=CC=1.[CH2:14]([O:25][C:26]1[CH:34]=[CH:33]C(C(O)=O)=[CH:28][CH:27]=1)[CH2:15][CH2:16]/[CH:17]=[CH:18]\[CH2:19][CH2:20][CH2:21][CH2:22][CH2:23][CH3:24]. The catalyst is CN(C=O)C.C(Cl)Cl. The product is [CH2:14]([O:25][C:26]1[CH:27]=[CH:28][C:1]([C:2]([Cl:4])=[O:3])=[CH:33][CH:34]=1)[CH2:15][CH2:16]/[CH:17]=[CH:18]\[CH2:19][CH2:20][CH2:21][CH2:22][CH2:23][CH3:24]. The yield is 0.990. (5) The reactants are [CH:1]([C:4]1[NH:5][C:6]([C:24]2[CH:29]=[CH:28][CH:27]=[C:26]([CH3:30])[N:25]=2)=[C:7]([C:9]2[CH:10]=[C:11]([C:15]3[CH:20]=[CH:19][C:18]([N+:21]([O-])=O)=[CH:17][CH:16]=3)[CH:12]=[CH:13][CH:14]=2)[N:8]=1)([CH3:3])[CH3:2]. The catalyst is [C].[Pd].CO. The product is [CH:1]([C:4]1[NH:5][C:6]([C:24]2[CH:29]=[CH:28][CH:27]=[C:26]([CH3:30])[N:25]=2)=[C:7]([C:9]2[CH:10]=[C:11]([C:15]3[CH:20]=[CH:19][C:18]([NH2:21])=[CH:17][CH:16]=3)[CH:12]=[CH:13][CH:14]=2)[N:8]=1)([CH3:3])[CH3:2]. The yield is 0.880.